This data is from Peptide-MHC class II binding affinity with 134,281 pairs from IEDB. The task is: Regression. Given a peptide amino acid sequence and an MHC pseudo amino acid sequence, predict their binding affinity value. This is MHC class II binding data. (1) The peptide sequence is VERLKRMAISGDDCVVK. The MHC is DRB1_0802 with pseudo-sequence DRB1_0802. The binding affinity (normalized) is 0.330. (2) The peptide sequence is KKPLRPRWCDERVSS. The MHC is HLA-DQA10501-DQB10302 with pseudo-sequence HLA-DQA10501-DQB10302. The binding affinity (normalized) is 0. (3) The peptide sequence is AAFQGAHARFVAAAA. The MHC is HLA-DQA10102-DQB10502 with pseudo-sequence HLA-DQA10102-DQB10502. The binding affinity (normalized) is 0.123. (4) The peptide sequence is STTVSTEQNVPDPQV. The MHC is DRB3_0101 with pseudo-sequence DRB3_0101. The binding affinity (normalized) is 0.317. (5) The peptide sequence is EDNLGFLMHAPAFETAGTYLRLVKINDWTEITQF. The MHC is DRB1_1101 with pseudo-sequence DRB1_1101. The binding affinity (normalized) is 0.523. (6) The peptide sequence is VIVMLTPLVEDGV. The MHC is DRB1_1501 with pseudo-sequence DRB1_1501. The binding affinity (normalized) is 0.657. (7) The peptide sequence is IVGILLVLMAVVLASLIYRRR. The binding affinity (normalized) is 0. The MHC is DRB1_0404 with pseudo-sequence DRB1_0404.